From a dataset of Catalyst prediction with 721,799 reactions and 888 catalyst types from USPTO. Predict which catalyst facilitates the given reaction. Reactant: [F:1][C:2]([F:29])([F:28])[C:3]1[CH:4]=[C:5]([CH:25]=[CH:26][CH:27]=1)[CH2:6][O:7][N:8]=[C:9]1[CH2:14][CH2:13][N:12]([S:15]([C:18]2[CH:19]=[N:20][C:21](Cl)=[CH:22][CH:23]=2)(=[O:17])=[O:16])[CH2:11][CH2:10]1.[CH3:30][NH:31][CH3:32]. Product: [F:1][C:2]([F:29])([F:28])[C:3]1[CH:4]=[C:5]([CH:25]=[CH:26][CH:27]=1)[CH2:6][O:7][N:8]=[C:9]1[CH2:14][CH2:13][N:12]([S:15]([C:18]2[CH:19]=[N:20][C:21]([N:31]([CH3:32])[CH3:30])=[CH:22][CH:23]=2)(=[O:17])=[O:16])[CH2:11][CH2:10]1. The catalyst class is: 111.